The task is: Predict the product of the given reaction.. This data is from Forward reaction prediction with 1.9M reactions from USPTO patents (1976-2016). (1) Given the reactants [F:1][C:2]([F:30])([F:29])[C:3]1[CH:4]=[C:5]([CH:22]=[C:23]([C:25]([F:28])([F:27])[F:26])[CH:24]=1)[CH2:6][O:7][CH2:8][C:9]1([CH2:19][CH2:20]O)[C:18]2[C:13](=[CH:14][CH:15]=[CH:16][CH:17]=2)[CH2:12][CH2:11][O:10]1.[C:31]1(=[O:41])[NH:35][C:34](=[O:36])[C:33]2=[CH:37][CH:38]=[CH:39][CH:40]=[C:32]12.CCOC(/N=N/C(OCC)=O)=O, predict the reaction product. The product is: [F:26][C:25]([F:27])([F:28])[C:23]1[CH:22]=[C:5]([CH:4]=[C:3]([C:2]([F:30])([F:1])[F:29])[CH:24]=1)[CH2:6][O:7][CH2:8][C:9]1([CH2:19][CH2:20][N:35]2[C:31](=[O:41])[C:32]3[C:33](=[CH:37][CH:38]=[CH:39][CH:40]=3)[C:34]2=[O:36])[C:18]2[C:13](=[CH:14][CH:15]=[CH:16][CH:17]=2)[CH2:12][CH2:11][O:10]1. (2) The product is: [O:4]1[C@H:5]2[C@H:6]([NH:7][CH2:8][CH2:9]2)[C@@H:2]([OH:1])[CH2:3]1. Given the reactants [OH:1][C@@H:2]1[C@H:6]2[N:7](C(OCC3C4C=CC=CC=4C4C3=CC=CC=4)=O)[CH2:8][CH2:9][C@H:5]2[O:4][CH2:3]1.O[C@@H]1[C@H]2N(C(OC(C)(C)C)=O)CC[C@H]2OC1, predict the reaction product. (3) Given the reactants S(Cl)([Cl:3])=O.CN(C=O)C.[N:10]1[CH:15]=[CH:14][CH:13]=[CH:12][C:11]=1[C:16]([OH:18])=[O:17], predict the reaction product. The product is: [Cl:3][C:13]1[CH:14]=[CH:15][N:10]=[C:11]([C:16]([OH:18])=[O:17])[CH:12]=1. (4) Given the reactants [NH2:1][C:2]1[CH:11]=[CH:10][C:5]([C:6]([O:8][CH3:9])=[O:7])=[CH:4][CH:3]=1.[N:12]([O-])=O.[Na+].[Sn](Cl)(Cl)(Cl)Cl, predict the reaction product. The product is: [NH:1]([C:2]1[CH:3]=[CH:4][C:5]([C:6]([O:8][CH3:9])=[O:7])=[CH:10][CH:11]=1)[NH2:12].